The task is: Regression. Given a peptide amino acid sequence and an MHC pseudo amino acid sequence, predict their binding affinity value. This is MHC class I binding data.. This data is from Peptide-MHC class I binding affinity with 185,985 pairs from IEDB/IMGT. (1) The peptide sequence is QMRDVLGTF. The MHC is HLA-B15:01 with pseudo-sequence HLA-B15:01. The binding affinity (normalized) is 0.612. (2) The peptide sequence is HTAAPWGSY. The MHC is HLA-A02:11 with pseudo-sequence HLA-A02:11. The binding affinity (normalized) is 0.0847. (3) The peptide sequence is AVATAPGLGR. The MHC is Mamu-B8301 with pseudo-sequence Mamu-B8301. The binding affinity (normalized) is 0.224.